This data is from NCI-60 drug combinations with 297,098 pairs across 59 cell lines. The task is: Regression. Given two drug SMILES strings and cell line genomic features, predict the synergy score measuring deviation from expected non-interaction effect. (1) Drug 2: CC(C)NC(=O)C1=CC=C(C=C1)CNNC.Cl. Cell line: HCT-15. Synergy scores: CSS=0.266, Synergy_ZIP=0.824, Synergy_Bliss=-0.997, Synergy_Loewe=-1.43, Synergy_HSA=-3.96. Drug 1: CC1=C(C(CCC1)(C)C)C=CC(=CC=CC(=CC(=O)O)C)C. (2) Drug 1: CCCS(=O)(=O)NC1=C(C(=C(C=C1)F)C(=O)C2=CNC3=C2C=C(C=N3)C4=CC=C(C=C4)Cl)F. Drug 2: CC1CCC2CC(C(=CC=CC=CC(CC(C(=O)C(C(C(=CC(C(=O)CC(OC(=O)C3CCCCN3C(=O)C(=O)C1(O2)O)C(C)CC4CCC(C(C4)OC)O)C)C)O)OC)C)C)C)OC. Cell line: T-47D. Synergy scores: CSS=25.9, Synergy_ZIP=6.23, Synergy_Bliss=8.16, Synergy_Loewe=0.939, Synergy_HSA=7.82.